Dataset: hERG Central: cardiac toxicity at 1µM, 10µM, and general inhibition. Task: Predict hERG channel inhibition at various concentrations. (1) The drug is OCCC1CN(Cc2cccn2-c2cccnc2)CCN1CCc1ccccc1. Results: hERG_inhib (hERG inhibition (general)): blocker. (2) The drug is CCN1CCN(c2ccc(S(=O)(=O)N3CCCCC3)cc2NC(=O)/C=C/c2ccc(OC(F)F)cc2)CC1. Results: hERG_inhib (hERG inhibition (general)): blocker.